This data is from Catalyst prediction with 721,799 reactions and 888 catalyst types from USPTO. The task is: Predict which catalyst facilitates the given reaction. (1) Reactant: F[B-](F)(F)F.[C:6]([C:8]1[CH:13]=[CH:12][C:11]([NH:14][CH:15]([C:19]2[CH:24]=[C:23]([O:25][CH3:26])[CH:22]=[C:21]([O:27][CH3:28])[C:20]=2[F:29])[C:16]([NH2:18])=[S:17])=[CH:10][CH:9]=1)#[N:7].[C:30](OCC)(=O)C.C(=O)([O-])O.[Na+]. Product: [CH3:30][S:17][C:16](=[NH:18])[CH:15]([NH:14][C:11]1[CH:10]=[CH:9][C:8]([C:6]#[N:7])=[CH:13][CH:12]=1)[C:19]1[CH:24]=[C:23]([O:25][CH3:26])[CH:22]=[C:21]([O:27][CH3:28])[C:20]=1[F:29]. The catalyst class is: 10. (2) Product: [C:19]([N:15]1[C:12]2([CH2:14][CH2:13]2)[CH2:11][N:10]([C:4]2[C:5]3[CH:9]=[CH:8][N:7]([C:23]([O:24][C:25]([CH3:35])([CH3:34])[CH3:26])=[O:36])[C:6]=3[N:1]=[CH:2][N:3]=2)[CH2:18][CH2:17][CH2:16]1)(=[O:22])[CH:20]=[CH2:21]. Reactant: [N:1]1[C:6]2[NH:7][CH:8]=[CH:9][C:5]=2[C:4]([N:10]2[CH2:18][CH2:17][CH2:16][N:15]([C:19](=[O:22])[CH:20]=[CH2:21])[C:12]3([CH2:14][CH2:13]3)[CH2:11]2)=[N:3][CH:2]=1.[C:23](=O)([O-:36])[O:24][C:25]([CH3:35])([CH3:34])[CH2:26]C(OC(C)(C)C)=O. The catalyst class is: 599. (3) Reactant: Br[C:2]1[C:3]([C:14]2[S:15][CH:16]=[C:17]([C:19]([F:22])([F:21])[F:20])[N:18]=2)=[CH:4][C:5]([NH:8][C:9]([NH:11][CH2:12][CH3:13])=[O:10])=[N:6][CH:7]=1.CC1(C)C(C)(C)OB([C:31]2[CH:32]=[N:33][CH:34]=[CH:35][CH:36]=2)O1.C(=O)([O-])[O-].[Cs+].[Cs+]. Product: [CH2:12]([NH:11][C:9]([NH:8][C:5]1[N:6]=[CH:7][C:2]([C:31]2[CH:32]=[N:33][CH:34]=[CH:35][CH:36]=2)=[C:3]([C:14]2[S:15][CH:16]=[C:17]([C:19]([F:22])([F:21])[F:20])[N:18]=2)[CH:4]=1)=[O:10])[CH3:13]. The catalyst class is: 73. (4) Reactant: [C:1]1([CH:7]([C:11]2[CH:16]=[CH:15][CH:14]=[CH:13][CH:12]=2)[CH2:8][CH:9]=[CH2:10])[CH:6]=[CH:5][CH:4]=[CH:3][CH:2]=1.[CH3:17][SiH:18]([CH3:24])[O:19][Si:20]([CH3:23])([CH3:22])[CH3:21]. Product: [C:1]1([CH:7]([C:11]2[CH:12]=[CH:13][CH:14]=[CH:15][CH:16]=2)[CH2:8][CH2:9][CH2:10][Si:18]([CH3:24])([CH3:17])[O:19][Si:20]([CH3:23])([CH3:22])[CH3:21])[CH:6]=[CH:5][CH:4]=[CH:3][CH:2]=1. The catalyst class is: 81. (5) Reactant: [CH3:1][N:2]1[CH2:15][CH2:14][C:5]2[NH:6][C:7]3[CH:8]=[CH:9][C:10]([CH3:13])=[CH:11][C:12]=3[C:4]=2[CH2:3]1.Br[C:17]1[CH:22]=[CH:21][CH:20]=[CH:19][C:18]=1[N:23]([CH3:25])[CH3:24].[O-]P([O-])([O-])=O.[K+].[K+].[K+].N1CCC[C@H]1C(O)=O. Product: [CH3:1][N:2]1[CH2:15][CH2:14][C:5]2[N:6]([C:17]3[CH:22]=[CH:21][CH:20]=[CH:19][C:18]=3[N:23]([CH3:25])[CH3:24])[C:7]3[CH:8]=[CH:9][C:10]([CH3:13])=[CH:11][C:12]=3[C:4]=2[CH2:3]1. The catalyst class is: 580.